From a dataset of Catalyst prediction with 721,799 reactions and 888 catalyst types from USPTO. Predict which catalyst facilitates the given reaction. (1) Reactant: [Br:1][C:2]1[CH:3]=[C:4]([CH:7]=[CH:8][CH:9]=1)[CH2:5]Br.[O:10]1[CH:14]=[CH:13][CH:12]=[CH:11]1.[Li]CCCC. Product: [Br:1][C:2]1[CH:3]=[C:4]([CH:7]=[CH:8][CH:9]=1)[CH2:5][C:11]1[O:10][CH:14]=[CH:13][CH:12]=1. The catalyst class is: 27. (2) Reactant: Br[C:2]1[CH:3]=[C:4]([C:14]([NH:16][CH2:17][C:18]2[C:19](=[O:32])[NH:20][C:21]([CH3:31])=[CH:22][C:23]=2[CH2:24][C:25]2[CH:30]=[CH:29][CH:28]=[CH:27][CH:26]=2)=[O:15])[C:5]2[CH:6]=[N:7][N:8]([CH:11]([CH3:13])[CH3:12])[C:9]=2[CH:10]=1.C(O)C.C(N(CC)CC)C. Product: [CH3:13][CH:11]([N:8]1[C:9]2[CH:10]=[CH:2][CH:3]=[C:4]([C:14]([NH:16][CH2:17][C:18]3[C:19](=[O:32])[NH:20][C:21]([CH3:31])=[CH:22][C:23]=3[CH2:24][C:25]3[CH:30]=[CH:29][CH:28]=[CH:27][CH:26]=3)=[O:15])[C:5]=2[CH:6]=[N:7]1)[CH3:12]. The catalyst class is: 354. (3) Reactant: [CH3:1][C:2]1[CH:11]=[CH:10][C:9]2[C:4](=[CH:5][CH:6]=[CH:7][C:8]=2[O:12][CH2:13][CH2:14][N:15]2[CH2:20][CH2:19][NH:18][CH2:17][CH2:16]2)[N:3]=1.[N:21]1[C:25]2[CH:26]=[CH:27][CH:28]=[C:29]([CH:30]=O)[C:24]=2[NH:23][CH:22]=1.C(O[BH-](OC(=O)C)OC(=O)C)(=O)C.[Na+].C([O-])(O)=O.[Na+]. Product: [N:21]1[C:25]2[CH:26]=[CH:27][CH:28]=[C:29]([CH2:30][N:18]3[CH2:19][CH2:20][N:15]([CH2:14][CH2:13][O:12][C:8]4[CH:7]=[CH:6][CH:5]=[C:4]5[C:9]=4[CH:10]=[CH:11][C:2]([CH3:1])=[N:3]5)[CH2:16][CH2:17]3)[C:24]=2[NH:23][CH:22]=1. The catalyst class is: 26. (4) Reactant: [F:1][C:2]1[CH:25]=[CH:24][C:5]([CH2:6][N:7]2[C:15]3[C:10](=[CH:11][C:12]([C:16]([O:18][CH2:19][CH3:20])=[O:17])=[CH:13][CH:14]=3)[C:9](SC)=[C:8]2[CH3:23])=[CH:4][CH:3]=1.Cl[C:27]1C=CC=C(C(OO)=O)C=1.[S:37]([O-:40])(O)=[O:38].[Na+]. Product: [F:1][C:2]1[CH:25]=[CH:24][C:5]([CH2:6][N:7]2[C:15]3[C:10](=[CH:11][C:12]([C:16]([O:18][CH2:19][CH3:20])=[O:17])=[CH:13][CH:14]=3)[C:9]([S:37]([CH3:27])(=[O:40])=[O:38])=[C:8]2[CH3:23])=[CH:4][CH:3]=1. The catalyst class is: 22. (5) Reactant: [CH:1]1[CH:2]=[CH:3][C:4]([CH2:7][NH:8][C:9]([CH2:11][C:12]2[CH:13]=[CH:14][C:15]([C:18]3[CH:19]=[CH:20][C:21]([O:24][CH2:25][CH2:26][N:27]4[CH2:32][CH2:31][O:30][CH2:29][CH2:28]4)=[CH:22][CH:23]=3)=[CH:16][N:17]=2)=[O:10])=[CH:5][CH:6]=1.[CH3:33][S:34]([OH:37])(=[O:36])=[O:35]. Product: [S:34]([OH:37])(=[O:36])(=[O:35])[CH3:33].[O:30]1[CH2:29][CH2:28][N:27]([CH2:26][CH2:25][O:24][C:21]2[CH:22]=[CH:23][C:18]([C:15]3[CH:14]=[CH:13][C:12]([CH2:11][C:9]([NH:8][CH2:7][C:4]4[CH:5]=[CH:6][CH:1]=[CH:2][CH:3]=4)=[O:10])=[N:17][CH:16]=3)=[CH:19][CH:20]=2)[CH2:32][CH2:31]1. The catalyst class is: 21. (6) Reactant: Cl[C:2]1[N:7]=[C:6]([NH:8][C:9]2[CH:18]=[CH:17][CH:16]=[CH:15][C:10]=2[C:11]([NH:13][CH3:14])=[O:12])[C:5]([Cl:19])=[CH:4][N:3]=1.[N+:20]([C:23]1[CH:24]=[C:25]([CH:27]=[C:28]([C:30]([F:33])([F:32])[F:31])[CH:29]=1)[NH2:26])([O-:22])=[O:21].CC1C=CC(S(O)(=O)=O)=CC=1. Product: [Cl:19][C:5]1[C:6]([NH:8][C:9]2[CH:18]=[CH:17][CH:16]=[CH:15][C:10]=2[C:11]([NH:13][CH3:14])=[O:12])=[N:7][C:2]([NH:26][C:25]2[CH:27]=[C:28]([C:30]([F:33])([F:32])[F:31])[CH:29]=[C:23]([N+:20]([O-:22])=[O:21])[CH:24]=2)=[N:3][CH:4]=1. The catalyst class is: 41. (7) Reactant: [C:1]([O:9][CH2:10][CH:11]1[S:15][CH2:14][CH2:13][O:12]1)(=[O:8])[C:2]1[CH:7]=[CH:6][CH:5]=[CH:4][CH:3]=1.P(=O)(O)(O)O.P([O-])([O-])([O-])=O.CC(CCC[C@H]([C@@H]1[C@]2(C)[C@H]([C@H]3[C@H](CC2)[C@]2(C)C(C[C@H](CC2)O)=CC3)CC1)C)C.[OH-].[Na+].[Cl-].[Na+]. The catalyst class is: 10. Product: [C:1]([O:9][CH2:10][C@H:11]1[S:15][CH2:14][CH2:13][O:12]1)(=[O:8])[C:2]1[CH:3]=[CH:4][CH:5]=[CH:6][CH:7]=1.[OH:9][CH2:10][C@@H:11]1[S:15][CH2:14][CH2:13][O:12]1.